This data is from Reaction yield outcomes from USPTO patents with 853,638 reactions. The task is: Predict the reaction yield, written as a fraction of the theoretical maximum amount of product (1.0 means a 100% yield; for example, 0.34 means a 34% yield). (1) The reactants are [CH3:1][C:2]1([CH3:21])[O:7][C:6]2[CH:8]=[CH:9][CH:10]=[C:11](OS(C(F)(F)F)(=O)=O)[C:5]=2[C:4](=[O:20])[O:3]1.[CH2:22]([Sn](CCCC)(CCCC)C=C)[CH2:23]CC.[Cl-].[Li+].C(N(CC)CC)C. The catalyst is O1CCOCC1.C1C=CC([P]([Pd]([P](C2C=CC=CC=2)(C2C=CC=CC=2)C2C=CC=CC=2)([P](C2C=CC=CC=2)(C2C=CC=CC=2)C2C=CC=CC=2)[P](C2C=CC=CC=2)(C2C=CC=CC=2)C2C=CC=CC=2)(C2C=CC=CC=2)C2C=CC=CC=2)=CC=1. The product is [CH:22]([C:11]1[C:5]2[C:4](=[O:20])[O:3][C:2]([CH3:21])([CH3:1])[O:7][C:6]=2[CH:8]=[CH:9][CH:10]=1)=[CH2:23]. The yield is 0.810. (2) The reactants are [CH3:1][C:2]1([CH3:10])[O:7][C:6](=[O:8])[CH2:5][C:4](=[O:9])[O:3]1.[CH3:11][O:12][C:13]1[CH:25]=[CH:24][C:16]([CH2:17][N:18]2[C:22]([NH2:23])=[CH:21][CH:20]=[N:19]2)=[CH:15][CH:14]=1.[CH:26](OCC)(OCC)OCC. The catalyst is C1(C)C=CC=CC=1. The product is [CH3:11][O:12][C:13]1[CH:14]=[CH:15][C:16]([CH2:17][N:18]2[C:22]([NH:23][CH:26]=[C:5]3[C:6](=[O:8])[O:7][C:2]([CH3:10])([CH3:1])[O:3][C:4]3=[O:9])=[CH:21][CH:20]=[N:19]2)=[CH:24][CH:25]=1. The yield is 0.490. (3) The reactants are [C:1]1([S:11]([NH2:14])(=[O:13])=[O:12])[C:2]([S:7]([NH2:10])(=[O:9])=[O:8])=[CH:3][CH:4]=[CH:5][CH:6]=1.[Br:15][C:16]1[CH:17]=[CH:18][C:19]([C:22](O)=[O:23])=[N:20][CH:21]=1.C(Cl)CCl. The catalyst is CN(C1C=CN=CC=1)C.CN(C=O)C.O. The product is [Br:15][C:16]1[CH:17]=[CH:18][C:19]([C:22]([NH:10][S:7]([C:2]2[CH:3]=[CH:4][CH:5]=[CH:6][C:1]=2[S:11](=[O:13])(=[O:12])[NH2:14])(=[O:9])=[O:8])=[O:23])=[N:20][CH:21]=1. The yield is 0.790. (4) The reactants are [NH2:1][C@H:2]([C:6]([OH:8])=[O:7])[C@H:3]([CH3:5])[OH:4].Cl[C:10]([O:12][CH2:13][C:14]1[CH:19]=[CH:18][CH:17]=[CH:16][CH:15]=1)=[O:11].Br[CH2:21][C:22]([C:24]1[CH:29]=[CH:28][CH:27]=[CH:26][CH:25]=1)=[O:23].CCN(CC)CC. The catalyst is C([O-])(O)=O.[Na+].C1COCC1.CCOC(C)=O. The product is [CH2:13]([O:12][C:10]([NH:1][C@H:2]([C:6]([O:8][CH2:21][C:22](=[O:23])[C:24]1[CH:29]=[CH:28][CH:27]=[CH:26][CH:25]=1)=[O:7])[C@H:3]([CH3:5])[OH:4])=[O:11])[C:14]1[CH:19]=[CH:18][CH:17]=[CH:16][CH:15]=1. The yield is 0.710. (5) The reactants are [C@H:1]1([NH2:11])[C:10]2[C:5](=[CH:6][CH:7]=[CH:8][CH:9]=2)[CH2:4][CH2:3][CH2:2]1.[Cl:12][C:13]1[CH:18]=[N:17][CH:16]=[C:15](Cl)[N:14]=1. No catalyst specified. The product is [Cl:12][C:13]1[N:14]=[C:15]([NH:11][C@H:1]2[C:10]3[C:5](=[CH:6][CH:7]=[CH:8][CH:9]=3)[CH2:4][CH2:3][CH2:2]2)[CH:16]=[N:17][CH:18]=1. The yield is 0.740.